Dataset: TCR-epitope binding with 47,182 pairs between 192 epitopes and 23,139 TCRs. Task: Binary Classification. Given a T-cell receptor sequence (or CDR3 region) and an epitope sequence, predict whether binding occurs between them. (1) The epitope is HTDFSSEIIGY. The TCR CDR3 sequence is CASSVGSEQYF. Result: 0 (the TCR does not bind to the epitope). (2) The TCR CDR3 sequence is CSATDSMNTEAFF. The epitope is GLCTLVAML. Result: 1 (the TCR binds to the epitope). (3) Result: 1 (the TCR binds to the epitope). The epitope is KLPDDFTGCV. The TCR CDR3 sequence is CASSPTTSTLSYEQYF.